The task is: Predict the reactants needed to synthesize the given product.. This data is from Full USPTO retrosynthesis dataset with 1.9M reactions from patents (1976-2016). Given the product [CH3:1][C:2]1[CH:3]=[CH:4][CH:5]=[CH:6][C:7]=1[CH2:8][C:21]([O:14][CH2:15][CH3:18])=[O:23], predict the reactants needed to synthesize it. The reactants are: [CH3:1][C:2]1[CH:3]=[CH:4][CH:5]=[CH:6][C:7]=1[CH3:8].C(O[O:14][C:15]([CH3:18])(C)C)(C)(C)C.[C]=O.[CH2:21]([OH:23])C.